From a dataset of Forward reaction prediction with 1.9M reactions from USPTO patents (1976-2016). Predict the product of the given reaction. Given the reactants [CH2:1]([NH:3][C:4]([NH:6][C:7]1[CH:12]=[CH:11][C:10]([C:13]2[N:14]=[C:15]([N:28]3[CH2:33][CH2:32][O:31][CH2:30][C@@H:29]3[CH3:34])[C:16]3[CH2:21][N:20]([CH:22]4[CH2:27][CH2:26][NH:25][CH2:24][CH2:23]4)[CH2:19][C:17]=3[N:18]=2)=[CH:9][C:8]=1[F:35])=[O:5])[CH3:2].CCN(C(C)C)C(C)C.Cl[C:46]([O:48][CH3:49])=[O:47], predict the reaction product. The product is: [CH2:1]([NH:3][C:4](=[O:5])[NH:6][C:7]1[CH:12]=[CH:11][C:10]([C:13]2[N:14]=[C:15]([N:28]3[CH2:33][CH2:32][O:31][CH2:30][C@@H:29]3[CH3:34])[C:16]3[CH2:21][N:20]([CH:22]4[CH2:23][CH2:24][N:25]([C:46]([O:48][CH3:49])=[O:47])[CH2:26][CH2:27]4)[CH2:19][C:17]=3[N:18]=2)=[CH:9][C:8]=1[F:35])[CH3:2].